From a dataset of Forward reaction prediction with 1.9M reactions from USPTO patents (1976-2016). Predict the product of the given reaction. (1) Given the reactants C(N(CC)C(C)(C)C(C1C=CC(SC)=CC=1)=O)C.[S:19]([O:24]C)([O:22][CH3:23])(=[O:21])=[O:20].[CH3:26][O:27][S:28]([O-:31])(=[O:30])=[O:29].[CH3:32][S+:33]([CH3:51])[C:34]1[CH:39]=[CH:38][C:37]([C:40](=[O:50])[C:41]([CH3:49])([NH+:43]2[CH2:48][CH2:47]O[CH2:45][CH2:44]2)[CH3:42])=[CH:36][CH:35]=1.COS([O-])(=O)=O, predict the reaction product. The product is: [CH3:23][O:22][S:19]([O-:24])(=[O:21])=[O:20].[CH3:51][S+:33]([CH3:32])[C:34]1[CH:35]=[CH:36][C:37]([C:40](=[O:50])[C:41]([NH+:43]([CH2:48][CH3:47])[CH2:44][CH3:45])([CH3:49])[CH3:42])=[CH:38][CH:39]=1.[CH3:26][O:27][S:28]([O-:31])(=[O:30])=[O:29]. (2) Given the reactants [CH2:1]1[CH:6]2[CH2:7][C:8]3([NH2:11])[CH2:10][CH:4]([CH2:5]2)[CH2:3][CH:2]1[CH2:9]3.[CH3:12][S:13][C:14]1[CH:19]=[CH:18][C:17]([C:20]2[S:24][C:23]([CH:25]=O)=[CH:22][CH:21]=2)=[CH:16][CH:15]=1, predict the reaction product. The product is: [CH3:12][S:13][C:14]1[CH:15]=[CH:16][C:17]([C:20]2[S:24][C:23]([CH2:25][NH:11][C:8]34[CH2:10][CH:4]5[CH2:5][CH:6]([CH2:1][CH:2]([CH2:3]5)[CH2:9]3)[CH2:7]4)=[CH:22][CH:21]=2)=[CH:18][CH:19]=1. (3) The product is: [F:13][C:3]1[C:4]([F:12])=[C:5]([C:21]2[S:20][CH:19]=[CH:23][CH:22]=2)[C:6]2[C:7]([C:2]=1[C:19]1[S:20][CH:21]=[CH:22][CH:23]=1)=[N:8][S:9][N:10]=2. Given the reactants Br[C:2]1[C:7]2=[N:8][S:9][N:10]=[C:6]2[C:5](Br)=[C:4]([F:12])[C:3]=1[F:13].C([Sn](CCCC)(CCCC)[C:19]1[S:20][CH:21]=[CH:22][CH:23]=1)CCC, predict the reaction product. (4) Given the reactants O.[CH:2]1([N:8]2[CH2:14][C@@H:13]([NH:15][C:16](=[O:27])[NH:17][C:18]3[CH:19]=[C:20]([CH:24]=[CH:25][CH:26]=3)[C:21]([OH:23])=[O:22])[C:12](=[O:28])[N:11]([CH2:29][C:30](=[O:35])[C:31]([CH3:34])([CH3:33])[CH3:32])[C:10]3[CH:36]=[CH:37][CH:38]=[CH:39][C:9]2=3)[CH2:7][CH2:6][CH2:5][CH2:4][CH2:3]1.N.[Cl-].[Ca+2:42].[Cl-].O, predict the reaction product. The product is: [CH:2]1([N:8]2[CH2:14][C@@H:13]([NH:15][C:16](=[O:27])[NH:17][C:18]3[CH:19]=[C:20]([CH:24]=[CH:25][CH:26]=3)[C:21]([O-:23])=[O:22])[C:12](=[O:28])[N:11]([CH2:29][C:30](=[O:35])[C:31]([CH3:32])([CH3:33])[CH3:34])[C:10]3[CH:36]=[CH:37][CH:38]=[CH:39][C:9]2=3)[CH2:3][CH2:4][CH2:5][CH2:6][CH2:7]1.[Ca+2:42].[CH:2]1([N:8]2[CH2:14][C@@H:13]([NH:15][C:16](=[O:27])[NH:17][C:18]3[CH:19]=[C:20]([CH:24]=[CH:25][CH:26]=3)[C:21]([O-:23])=[O:22])[C:12](=[O:28])[N:11]([CH2:29][C:30](=[O:35])[C:31]([CH3:32])([CH3:33])[CH3:34])[C:10]3[CH:36]=[CH:37][CH:38]=[CH:39][C:9]2=3)[CH2:3][CH2:4][CH2:5][CH2:6][CH2:7]1. (5) Given the reactants [NH2:1][C:2]1[N:7]=[CH:6][N:5]=[C:4]2[N:8]([CH:25]3[CH2:28][N:27](C(OC(C)(C)C)=O)[CH2:26]3)[N:9]=[C:10]([C:11]3[CH:16]=[CH:15][C:14]([O:17][C:18]4[CH:23]=[CH:22][CH:21]=[CH:20][CH:19]=4)=[CH:13][C:12]=3[F:24])[C:3]=12.CCOC(C)=O.O, predict the reaction product. The product is: [NH:27]1[CH2:26][CH:25]([N:8]2[C:4]3=[N:5][CH:6]=[N:7][C:2]([NH2:1])=[C:3]3[C:10]([C:11]3[CH:16]=[CH:15][C:14]([O:17][C:18]4[CH:23]=[CH:22][CH:21]=[CH:20][CH:19]=4)=[CH:13][C:12]=3[F:24])=[N:9]2)[CH2:28]1.